This data is from Aqueous solubility values for 9,982 compounds from the AqSolDB database. The task is: Regression/Classification. Given a drug SMILES string, predict its absorption, distribution, metabolism, or excretion properties. Task type varies by dataset: regression for continuous measurements (e.g., permeability, clearance, half-life) or binary classification for categorical outcomes (e.g., BBB penetration, CYP inhibition). For this dataset (solubility_aqsoldb), we predict Y. (1) The compound is O=C[O-].O=C[O-].[Ba+2]. The Y is -0.0557 log mol/L. (2) The compound is CCCCC(=O)OC1CCC2C3CCC4=CC(=O)CCC4(C)C3CCC12C. The Y is -6.19 log mol/L. (3) The drug is CC(C(=O)O)c1ccc(-c2ccccc2)c(F)c1. The Y is -4.29 log mol/L. (4) The molecule is CC1(C)CON(Cc2ccccc2Cl)C1=O. The Y is -2.34 log mol/L. (5) The drug is COc1cc(N=Nc2ccc([N+](=O)[O-])cc2)ccc1NN=C1C=CC(=O)C=C1. The Y is -6.96 log mol/L.